This data is from Full USPTO retrosynthesis dataset with 1.9M reactions from patents (1976-2016). The task is: Predict the reactants needed to synthesize the given product. (1) Given the product [C:33]([O:20][C:11]1[C:10]([C:21]([OH:23])=[O:22])=[N:9][N:8]([C:3]2[CH:4]=[CH:5][CH:6]=[CH:7][C:2]=2[Cl:1])[C:12]=1[C:13]1[CH:18]=[CH:17][C:16]([Cl:19])=[CH:15][CH:14]=1)(=[O:35])[CH3:34], predict the reactants needed to synthesize it. The reactants are: [Cl:1][C:2]1[CH:7]=[CH:6][CH:5]=[CH:4][C:3]=1[N:8]1[C:12]([C:13]2[CH:18]=[CH:17][C:16]([Cl:19])=[CH:15][CH:14]=2)=[C:11]([OH:20])[C:10]([C:21]([OH:23])=[O:22])=[N:9]1.C(N(CC)C(C)C)(C)C.[C:33](OC(=O)C)(=[O:35])[CH3:34]. (2) Given the product [I:8][C:7]1[C:2]([NH:17][C@@H:14]2[CH2:15][CH2:16][O:12][CH2:13]2)=[N:3][C:4]([NH2:10])=[N:5][C:6]=1[CH3:9], predict the reactants needed to synthesize it. The reactants are: Cl[C:2]1[C:7]([I:8])=[C:6]([CH3:9])[N:5]=[C:4]([NH2:10])[N:3]=1.Cl.[O:12]1[CH2:16][CH2:15][C@@H:14]([NH2:17])[CH2:13]1.C(N(CC)CC)C.